This data is from Full USPTO retrosynthesis dataset with 1.9M reactions from patents (1976-2016). The task is: Predict the reactants needed to synthesize the given product. (1) Given the product [CH3:1][C:2]1([C:20]2[CH:21]=[C:22]([NH:26][S:27]([CH3:30])(=[O:28])=[O:29])[CH:23]=[CH:24][CH:25]=2)[CH:7]2[CH:3]1[CH2:4][N:5]([CH2:8][CH2:9][C:10]([CH3:11])([C:12]1[CH:17]=[CH:16][CH:15]=[CH:14][CH:13]=1)[CH3:18])[CH2:6]2, predict the reactants needed to synthesize it. The reactants are: [CH3:1][C:2]1([C:20]2[CH:21]=[C:22]([NH:26][S:27]([CH3:30])(=[O:29])=[O:28])[CH:23]=[CH:24][CH:25]=2)[CH:7]2[CH:3]1[CH2:4][N:5]([C:8](=O)[CH2:9][C:10]([CH3:18])([C:12]1[CH:17]=[CH:16][CH:15]=[CH:14][CH:13]=1)[CH3:11])[CH2:6]2.[H-].[Al+3].[Li+].[H-].[H-].[H-].O.C(=O)([O-])O.[Na+]. (2) Given the product [CH:11]([OH:12])=[O:33].[NH2:23][C:20]1[N:21]=[CH:22][C:17]([C:3]2[CH:4]=[CH:5][C:6]([C:25]3[CH:30]=[CH:29][CH:28]=[CH:27][C:26]=3[CH2:31][S:32]([NH:35][CH3:36])(=[O:33])=[O:34])=[CH:7][C:2]=2[F:1])=[N:18][CH:19]=1, predict the reactants needed to synthesize it. The reactants are: [F:1][C:2]1[CH:7]=[C:6](B2[O:12][C:11](C)(C)C(C)(C)O2)[CH:5]=[CH:4][C:3]=1[C:17]1[N:18]=[CH:19][C:20]([NH2:23])=[N:21][CH:22]=1.Br[C:25]1[CH:30]=[CH:29][CH:28]=[CH:27][C:26]=1[CH2:31][S:32]([NH:35][CH3:36])(=[O:34])=[O:33]. (3) The reactants are: [CH3:1][O-].[Na+].[N:4]#[C:5][NH2:6].[N:7]([C:10]1[CH:15]=[C:14]([C:16]([F:19])([F:18])[F:17])[CH:13]=[CH:12][N:11]=1)=[C:8]=[S:9].CI. Given the product [CH3:1][S:9][CH:8]([NH:7][C:10]1[CH:15]=[C:14]([C:16]([F:19])([F:17])[F:18])[CH:13]=[CH:12][N:11]=1)[NH:4][C:5]#[N:6], predict the reactants needed to synthesize it. (4) Given the product [OH:25][NH:24][C:2](=[O:1])/[CH:3]=[CH:4]/[C:5]1[CH:6]=[CH:7][C:8]([NH:11][C@@H:12]2[CH2:16][CH2:15][N:14]([C:17]([O:19][C:20]([CH3:22])([CH3:21])[CH3:23])=[O:18])[CH2:13]2)=[N:9][CH:10]=1, predict the reactants needed to synthesize it. The reactants are: [O:1]=[C:2]([NH:24][O:25]C1CCCCO1)/[CH:3]=[CH:4]/[C:5]1[CH:6]=[CH:7][C:8]([NH:11][C@@H:12]2[CH2:16][CH2:15][N:14]([C:17]([O:19][C:20]([CH3:23])([CH3:22])[CH3:21])=[O:18])[CH2:13]2)=[N:9][CH:10]=1.C1(C)C=CC(S([O-])(=O)=O)=CC=1.[NH+]1C=CC=CC=1. (5) The reactants are: [Br:1][C:2]1[CH:10]=[C:9]2[C:5]([CH2:6][C:7](=[O:11])[NH:8]2)=[CH:4][CH:3]=1.[N+:12]([O-])([O-:14])=[O:13].[K+]. Given the product [Br:1][C:2]1[CH:10]=[C:9]2[C:5]([CH2:6][C:7](=[O:11])[NH:8]2)=[CH:4][C:3]=1[N+:12]([O-:14])=[O:13], predict the reactants needed to synthesize it.